Dataset: CYP2D6 inhibition data for predicting drug metabolism from PubChem BioAssay. Task: Regression/Classification. Given a drug SMILES string, predict its absorption, distribution, metabolism, or excretion properties. Task type varies by dataset: regression for continuous measurements (e.g., permeability, clearance, half-life) or binary classification for categorical outcomes (e.g., BBB penetration, CYP inhibition). Dataset: cyp2d6_veith. (1) The compound is COc1ccc(OCCn2cc(/C(N)=N/O)c3ccccc32)cc1. The result is 1 (inhibitor). (2) The molecule is O=c1c(-c2cccs2)nc2cnc(Oc3ccccc3)nc2n1-c1ccccc1. The result is 0 (non-inhibitor). (3) The molecule is O=C(Nc1cccc(C(F)(F)F)c1)c1cccn(Cc2ccc3c(c2)OC(F)(F)O3)c1=O. The result is 0 (non-inhibitor). (4) The drug is O=C(Oc1ccccc1)N1CCC2(CC1)CCN(C(c1ccccc1)c1ccccc1)CC2. The result is 0 (non-inhibitor). (5) The compound is NCC1CCCCC1.O=C(O)NCC1CCCCC1. The result is 1 (inhibitor). (6) The drug is Cc1ccc(NC(=O)c2nnn(-c3cc(C)cc(C)c3)c2N)cc1. The result is 0 (non-inhibitor). (7) The drug is CCOC(=O)C[C@@H](CC(C)=O)C(=O)OCC. The result is 0 (non-inhibitor). (8) The molecule is [N-]=[N+]=NCC(=O)c1c[nH]c(=O)[nH]c1=O. The result is 0 (non-inhibitor). (9) The molecule is Cc1ccc(-c2cc(N)n3nc(-c4ccc(C)cc4)cc3n2)cc1. The result is 0 (non-inhibitor). (10) The molecule is N#Cc1ccccc1-c1ccc2ncnc(NCc3cccnc3)c2c1. The result is 0 (non-inhibitor).